From a dataset of Reaction yield outcomes from USPTO patents with 853,638 reactions. Predict the reaction yield, written as a fraction of the theoretical maximum amount of product (1.0 means a 100% yield; for example, 0.34 means a 34% yield). (1) The reactants are [CH3:1][O:2][C:3]1[CH:4]=[C:5]([CH2:20][C:21]([O:23]C(C)(C)C)=[O:22])[CH:6]=[CH:7][C:8]=1[NH:9][C:10]([NH:12][C:13]1[CH:18]=[CH:17][CH:16]=[CH:15][C:14]=1[CH3:19])=[O:11]. The catalyst is FC(F)(F)C(O)=O. The product is [CH3:1][O:2][C:3]1[CH:4]=[C:5]([CH2:20][C:21]([OH:23])=[O:22])[CH:6]=[CH:7][C:8]=1[NH:9][C:10]([NH:12][C:13]1[CH:18]=[CH:17][CH:16]=[CH:15][C:14]=1[CH3:19])=[O:11]. The yield is 1.00. (2) The reactants are [CH3:1][N:2]1[C:6]([CH3:7])=[C:5]([C:8](=O)[CH3:9])[CH:4]=[N:3]1.[C:11]1([C@H:17]([NH2:19])[CH3:18])[CH:16]=[CH:15][CH:14]=[CH:13][CH:12]=1.C(O)C.[BH4-].[Na+]. The catalyst is CC(C)[O-].CC(C)[O-].CC(C)[O-].CC(C)[O-].[Ti+4].C1COCC1. The product is [CH3:1][N:2]1[C:6]([CH3:7])=[C:5]([C@H:8]([NH:19][C@@H:17]([C:11]2[CH:16]=[CH:15][CH:14]=[CH:13][CH:12]=2)[CH3:18])[CH3:9])[CH:4]=[N:3]1. The yield is 0.410. (3) The reactants are [CH2:1]([C@@:5]1([CH2:31][CH3:32])[NH:11][C@H:10]([C:12]2[CH:17]=[CH:16][CH:15]=[CH:14][CH:13]=2)[C:9]2[CH:18]=[C:19]([O:27][CH3:28])[C:20]([CH2:22][CH2:23][C:24](O)=[O:25])=[CH:21][C:8]=2[S:7](=[O:30])(=[O:29])[CH2:6]1)[CH2:2][CH2:3][CH3:4].C(Cl)CCl.[NH2:37][CH2:38][CH2:39][S:40]([OH:43])(=[O:42])=[O:41]. The catalyst is CN(C1C=CN=CC=1)C.C(Cl)Cl.C1COCC1. The product is [CH2:1]([C@@:5]1([CH2:31][CH3:32])[NH:11][C@H:10]([C:12]2[CH:13]=[CH:14][CH:15]=[CH:16][CH:17]=2)[C:9]2[CH:18]=[C:19]([O:27][CH3:28])[C:20]([CH2:22][CH2:23][C:24]([NH:37][CH2:38][CH2:39][S:40]([OH:43])(=[O:42])=[O:41])=[O:25])=[CH:21][C:8]=2[S:7](=[O:29])(=[O:30])[CH2:6]1)[CH2:2][CH2:3][CH3:4]. The yield is 0.0700. (4) The reactants are [F:1][CH:2]([F:20])[O:3][C:4]1[CH:9]=[CH:8][C:7]([N:10]2[CH:14]=[C:13]([C:15]([O:17]CC)=[O:16])[N:12]=[N:11]2)=[CH:6][CH:5]=1.CO.O.O.[OH-].[Li+]. The catalyst is C1COCC1. The product is [F:20][CH:2]([F:1])[O:3][C:4]1[CH:5]=[CH:6][C:7]([N:10]2[CH:14]=[C:13]([C:15]([OH:17])=[O:16])[N:12]=[N:11]2)=[CH:8][CH:9]=1. The yield is 0.990. (5) The reactants are [Cl:1][C:2]1[C:3](O)=[C:4]([CH:8]=[CH:9][CH:10]=1)[C:5]([OH:7])=[O:6].[C:12](=O)([O-])[O-].[K+].[K+].CI.CN(C)[CH:22]=[O:23]. The catalyst is O. The product is [Cl:1][C:2]1[C:3]([O:23][CH3:22])=[C:4]([CH:8]=[CH:9][CH:10]=1)[C:5]([O:7][CH3:12])=[O:6]. The yield is 1.00. (6) The reactants are [CH2:1]([C:5]1[CH:6]=[N:7][CH:8]=[C:9]2[C:14]=1[N:13]=[C:12]([C:15]([O:17]CC(C)C)=[O:16])[CH:11]=[CH:10]2)[CH:2]([CH3:4])[CH3:3].[OH-].[Li+].Cl. The catalyst is O1CCOCC1.O. The product is [CH2:1]([C:5]1[CH:6]=[N:7][CH:8]=[C:9]2[C:14]=1[N:13]=[C:12]([C:15]([OH:17])=[O:16])[CH:11]=[CH:10]2)[CH:2]([CH3:4])[CH3:3]. The yield is 0.730. (7) The product is [Br:13][C:10]1[CH:11]=[CH:12][C:4]2[C:3]3[N:19]=[C:17]([NH:16][NH2:15])[S:18][C:2]=3[CH2:8][CH2:7][O:6][C:5]=2[CH:9]=1. No catalyst specified. The yield is 0.700. The reactants are Br[CH:2]1[CH2:8][CH2:7][O:6][C:5]2[CH:9]=[C:10]([Br:13])[CH:11]=[CH:12][C:4]=2[C:3]1=O.[NH2:15][NH:16][C:17]([NH2:19])=[S:18].